Predict which catalyst facilitates the given reaction. From a dataset of Catalyst prediction with 721,799 reactions and 888 catalyst types from USPTO. (1) Reactant: [N:1]1([C:6]2[CH:11]=[CH:10][C:9]([CH:12]3[CH2:17][CH2:16][NH:15][CH2:14][CH2:13]3)=[CH:8][CH:7]=2)[CH2:5][CH2:4][CH2:3][CH2:2]1.C(N(CC)CC)C.Cl[C:26]1[N:31]([CH3:32])[C:30](=[O:33])[CH:29]=[C:28]([C:34]2[CH:39]=[CH:38][N:37]=[CH:36][CH:35]=2)[N:27]=1. Product: [CH3:32][N:31]1[C:30](=[O:33])[CH:29]=[C:28]([C:34]2[CH:39]=[CH:38][N:37]=[CH:36][CH:35]=2)[N:27]=[C:26]1[N:15]1[CH2:16][CH2:17][CH:12]([C:9]2[CH:8]=[CH:7][C:6]([N:1]3[CH2:5][CH2:4][CH2:3][CH2:2]3)=[CH:11][CH:10]=2)[CH2:13][CH2:14]1. The catalyst class is: 7. (2) Reactant: [Se](=O)=[O:2].[F:4][C:5]1[CH:10]=[CH:9][C:8]([C:11](=[O:13])[CH3:12])=[CH:7][CH:6]=1. Product: [F:4][C:5]1[CH:10]=[CH:9][C:8]([C:11]([CH:12]=[O:2])=[O:13])=[CH:7][CH:6]=1. The catalyst class is: 12. (3) Product: [CH2:9]([NH:16][CH2:17][CH:18]([C:23]1[CH:28]=[CH:27][C:26]([Cl:29])=[C:25]([Cl:30])[CH:24]=1)[CH:19]([OH:22])[CH2:20][O:21][Si:5]([C:1]([CH3:4])([CH3:3])[CH3:2])([CH3:8])[CH3:7])[C:10]1[CH:11]=[CH:12][CH:13]=[CH:14][CH:15]=1. The catalyst class is: 1. Reactant: [C:1]([Si:5]([CH3:8])([CH3:7])Cl)([CH3:4])([CH3:3])[CH3:2].[CH2:9]([NH:16][CH2:17][CH:18]([C:23]1[CH:28]=[CH:27][C:26]([Cl:29])=[C:25]([Cl:30])[CH:24]=1)[CH:19]([OH:22])[CH2:20][OH:21])[C:10]1[CH:15]=[CH:14][CH:13]=[CH:12][CH:11]=1.C(N(CC)CC)C.O. (4) Reactant: [SH:1][C:2]1O[CH:4]=[CH:5][N:6]=1.[CH:7]([NH2:11])([CH2:9][CH3:10])[CH3:8]. The catalyst class is: 8. Product: [CH:7]([N:11]1[CH:4]=[CH:5][N:6]=[C:2]1[SH:1])([CH2:9][CH3:10])[CH3:8]. (5) Reactant: Br[C:2]1[C:10]2[C:9]([NH:11][C@H:12]([C:14]3[N:19]([C:20]4[CH:25]=[CH:24][CH:23]=[CH:22][CH:21]=4)[C:18](=[O:26])[C:17]4=[C:27]([CH3:30])[CH:28]=[CH:29][N:16]4[N:15]=3)[CH3:13])=[N:8][CH:7]=[N:6][C:5]=2[N:4]([CH2:31][O:32][CH2:33][CH2:34][Si:35]([CH3:38])([CH3:37])[CH3:36])[CH:3]=1.CC1(C)C(C)(C)OB([C:47]2[CH:55]=[C:54]([NH2:56])[CH:53]=[C:52]3[C:48]=2[CH:49]=[CH:50][NH:51]3)O1.C(=O)([O-])[O-].[Na+].[Na+]. Product: [NH2:56][C:54]1[CH:53]=[C:52]2[C:48]([CH:49]=[CH:50][NH:51]2)=[C:47]([C:2]2[C:10]3[C:9]([NH:11][C@H:12]([C:14]4[N:19]([C:20]5[CH:25]=[CH:24][CH:23]=[CH:22][CH:21]=5)[C:18](=[O:26])[C:17]5=[C:27]([CH3:30])[CH:28]=[CH:29][N:16]5[N:15]=4)[CH3:13])=[N:8][CH:7]=[N:6][C:5]=3[N:4]([CH2:31][O:32][CH2:33][CH2:34][Si:35]([CH3:38])([CH3:37])[CH3:36])[CH:3]=2)[CH:55]=1. The catalyst class is: 149. (6) Reactant: C(OC([N:8]1[CH2:13][CH2:12][CH:11]([C:14]2[CH:18]=[CH:17][O:16][C:15]=2[CH2:19][O:20]S(C2C=CC(C)=CC=2)(=O)=O)[CH2:10][CH2:9]1)=O)(C)(C)C.C(=O)([O-])[O-].[K+].[K+].[C:37]1(O)[CH:42]=[CH:41][CH:40]=[CH:39][CH:38]=1.[C:44]([OH:50])([C:46]([F:49])([F:48])[F:47])=[O:45]. Product: [O:20]([CH2:19][C:15]1[O:16][CH:17]=[CH:18][C:14]=1[CH:11]1[CH2:10][CH2:9][NH:8][CH2:13][CH2:12]1)[C:37]1[CH:42]=[CH:41][CH:40]=[CH:39][CH:38]=1.[C:44]([OH:50])([C:46]([F:49])([F:48])[F:47])=[O:45]. The catalyst class is: 23. (7) Reactant: [CH3:1][C:2]1[CH:3]=[C:4]([CH:10]=[CH:11][C:12]=1[CH:13]=[CH2:14])[C:5]([N:7]([CH3:9])[CH3:8])=[O:6].[C:15]1([Si:21]([C:29]2[CH:34]=[CH:33][CH:32]=[CH:31][CH:30]=2)([C:23]2[CH:28]=[CH:27][CH:26]=[CH:25][CH:24]=2)[SH:22])[CH:20]=[CH:19][CH:18]=[CH:17][CH:16]=1.CC(N=NC(C#N)(C)C)(C#N)C.N#N. Product: [CH3:1][C:2]1[CH:3]=[C:4]([CH:10]=[CH:11][C:12]=1[CH2:13][CH2:14][S:22][Si:21]([C:23]1[CH:24]=[CH:25][CH:26]=[CH:27][CH:28]=1)([C:29]1[CH:34]=[CH:33][CH:32]=[CH:31][CH:30]=1)[C:15]1[CH:16]=[CH:17][CH:18]=[CH:19][CH:20]=1)[C:5]([N:7]([CH3:9])[CH3:8])=[O:6]. The catalyst class is: 11. (8) Reactant: [CH3:1][N:2]1[C:6]([C:7]2[CH:12]=[CH:11][CH:10]=[CH:9][C:8]=2[C:13]([F:16])([F:15])[F:14])=[N:5][N:4]=[C:3]1[C:17]12[CH2:24][CH2:23][C:20]([C:25]#[N:26])([CH2:21][CH2:22]1)[CH2:19][CH2:18]2.NO.[F:29][C:30]([F:38])([F:37])[CH2:31][CH2:32][CH2:33][C:34](O)=[O:35].C(N1C=CN=C1)([N:41]1C=CN=C1)=O. Product: [CH3:1][N:2]1[C:6]([C:7]2[CH:12]=[CH:11][CH:10]=[CH:9][C:8]=2[C:13]([F:14])([F:16])[F:15])=[N:5][N:4]=[C:3]1[C:17]12[CH2:22][CH2:21][C:20]([C:25]3[N:41]=[C:34]([CH2:33][CH2:32][CH2:31][C:30]([F:38])([F:37])[F:29])[O:35][N:26]=3)([CH2:23][CH2:24]1)[CH2:19][CH2:18]2. The catalyst class is: 511. (9) Reactant: [C:1]([NH:5][C:6]([C:8]1[C:16]2[C:11](=[N:12][CH:13]=[C:14]([C:17]3[C:25]4[C:20](=[CH:21][CH:22]=[C:23]([O:26][CH:27]([F:29])[F:28])[CH:24]=4)[N:19]([CH2:30][CH2:31][CH2:32][C:33]([OH:35])=[O:34])[N:18]=3)[N:15]=2)[N:10](COCC[Si](C)(C)C)[CH:9]=1)=[O:7])([CH3:4])([CH3:3])[CH3:2].FC(F)(F)C(O)=O.C(N)CN.Cl. The catalyst class is: 46. Product: [C:1]([NH:5][C:6]([C:8]1[C:16]2[C:11](=[N:12][CH:13]=[C:14]([C:17]3[C:25]4[C:20](=[CH:21][CH:22]=[C:23]([O:26][CH:27]([F:28])[F:29])[CH:24]=4)[N:19]([CH2:30][CH2:31][CH2:32][C:33]([OH:35])=[O:34])[N:18]=3)[N:15]=2)[NH:10][CH:9]=1)=[O:7])([CH3:4])([CH3:2])[CH3:3]. (10) Reactant: [F:1][C:2]1[CH:7]=[CH:6][C:5]([N:8]2[C:16]3[C:11](=[CH:12][C:13]([C:18](OC)=[O:19])=[C:14]([CH3:17])[CH:15]=3)[CH:10]=[N:9]2)=[CH:4][CH:3]=1.CC(C[AlH]CC(C)C)C. Product: [F:1][C:2]1[CH:3]=[CH:4][C:5]([N:8]2[C:16]3[C:11](=[CH:12][C:13]([CH2:18][OH:19])=[C:14]([CH3:17])[CH:15]=3)[CH:10]=[N:9]2)=[CH:6][CH:7]=1. The catalyst class is: 1.